Dataset: Reaction yield outcomes from USPTO patents with 853,638 reactions. Task: Predict the reaction yield, written as a fraction of the theoretical maximum amount of product (1.0 means a 100% yield; for example, 0.34 means a 34% yield). The reactants are [F:1][C:2]1([F:34])[O:6][C:5]2[CH:7]=[CH:8][C:9]([C:11]3([C:14]([NH:16][C@@H:17]4[CH2:22][CH2:21][O:20][C@H:19]([C:23]5[CH:32]=[CH:31][C:26]([C:27]([O:29]C)=[O:28])=[CH:25][C:24]=5[CH3:33])[CH2:18]4)=[O:15])[CH2:13][CH2:12]3)=[CH:10][C:4]=2[O:3]1.[OH-].[Na+]. The catalyst is C(O)C. The product is [F:34][C:2]1([F:1])[O:6][C:5]2[CH:7]=[CH:8][C:9]([C:11]3([C:14]([NH:16][C@@H:17]4[CH2:22][CH2:21][O:20][C@H:19]([C:23]5[CH:32]=[CH:31][C:26]([C:27]([OH:29])=[O:28])=[CH:25][C:24]=5[CH3:33])[CH2:18]4)=[O:15])[CH2:12][CH2:13]3)=[CH:10][C:4]=2[O:3]1. The yield is 0.800.